This data is from Forward reaction prediction with 1.9M reactions from USPTO patents (1976-2016). The task is: Predict the product of the given reaction. (1) Given the reactants [F:1][C:2]1[CH:7]=[C:6]([C:8]([F:11])([F:10])[F:9])[CH:5]=[CH:4][C:3]=1[C:12]1[C:21]2[CH2:20][CH2:19][CH2:18][CH:17]([CH2:22][C:23]([NH:25][CH3:26])=[O:24])[C:16]=2[CH:15]=[N:14][CH:13]=1.[CH2:27](N)C, predict the reaction product. The product is: [CH2:26]([NH:25][C:23](=[O:24])[CH2:22][CH:17]1[C:16]2[CH:15]=[N:14][CH:13]=[C:12]([C:3]3[CH:4]=[CH:5][C:6]([C:8]([F:9])([F:11])[F:10])=[CH:7][C:2]=3[F:1])[C:21]=2[CH2:20][CH2:19][CH2:18]1)[CH3:27]. (2) Given the reactants [F:1][C:2]1[CH:3]=[CH:4][C:5]([O:41][CH3:42])=[C:6]([C:8]2[CH:13]=[CH:12][N:11]=[C:10]3[N:14](S(C4C=CC=CC=4)(=O)=O)[C:15]([C:17]4[CH2:22][CH2:21][CH:20]([O:23][CH2:24][C:25]([O:27]C(C)(C)C)=[O:26])[CH2:19][CH:18]=4)=[CH:16][C:9]=23)[CH:7]=1.[OH-].[Na+].FC(F)(F)C(O)=O.O, predict the reaction product. The product is: [F:1][C:2]1[CH:3]=[CH:4][C:5]([O:41][CH3:42])=[C:6]([C:8]2[CH:13]=[CH:12][N:11]=[C:10]3[NH:14][C:15]([C:17]4[CH2:22][CH2:21][CH:20]([O:23][CH2:24][C:25]([OH:27])=[O:26])[CH2:19][CH:18]=4)=[CH:16][C:9]=23)[CH:7]=1. (3) Given the reactants Cl[C:2]1[N:10]=[C:9]2[C:5]([N:6]=[C:7]([CH2:12][N:13]3[CH2:18][CH2:17][N:16]([CH:19]4[CH2:24][CH2:23][O:22][CH2:21][CH2:20]4)[CH2:15][CH2:14]3)[N:8]2[CH3:11])=[C:4]([N:25]2[CH2:30][CH2:29][O:28][CH2:27][CH2:26]2)[N:3]=1.[CH:31]([C:34]1[NH:38][C:37]2[CH:39]=[CH:40][CH:41]=[CH:42][C:36]=2[N:35]=1)([CH3:33])[CH3:32].CC(C1C=C(C(C)C)C(C2C=CC=CC=2P(C2CCCCC2)C2CCCCC2)=C(C(C)C)C=1)C.C(=O)([O-])[O-].[Cs+].[Cs+], predict the reaction product. The product is: [CH:31]([C:34]1[N:35]([C:2]2[N:10]=[C:9]3[C:5]([N:6]=[C:7]([CH2:12][N:13]4[CH2:14][CH2:15][N:16]([CH:19]5[CH2:24][CH2:23][O:22][CH2:21][CH2:20]5)[CH2:17][CH2:18]4)[N:8]3[CH3:11])=[C:4]([N:25]3[CH2:26][CH2:27][O:28][CH2:29][CH2:30]3)[N:3]=2)[C:36]2[CH:42]=[CH:41][CH:40]=[CH:39][C:37]=2[N:38]=1)([CH3:33])[CH3:32]. (4) Given the reactants [C:1]([C:3]1[CH:8]=[CH:7][C:6]([NH:9][C:10]([CH2:12][CH2:13][N:14]2[CH2:19][CH2:18][N:17]([CH2:20][C:21]([O:23][CH2:24][CH3:25])=[O:22])[CH2:16][CH2:15]2)=[O:11])=[CH:5][CH:4]=1)#[N:2].Cl.[NH2:27][OH:28].C(N(CC)CC)C, predict the reaction product. The product is: [OH:28][NH:27][C:1]([C:3]1[CH:8]=[CH:7][C:6]([NH:9][C:10]([CH2:12][CH2:13][N:14]2[CH2:19][CH2:18][N:17]([CH2:20][C:21]([O:23][CH2:24][CH3:25])=[O:22])[CH2:16][CH2:15]2)=[O:11])=[CH:5][CH:4]=1)=[NH:2].